Dataset: Forward reaction prediction with 1.9M reactions from USPTO patents (1976-2016). Task: Predict the product of the given reaction. The product is: [Cl:1][C:2]1[C:7]([F:8])=[CH:6][CH:5]=[C:4]([Cl:9])[C:3]=1[CH:10]([O:12][C:13]1[C:14]([NH2:20])=[N:15][CH:16]=[C:17]([N:24]2[CH:25]=[CH:26][C:22]([CH3:21])=[N:23]2)[CH:18]=1)[CH3:11]. Given the reactants [Cl:1][C:2]1[C:7]([F:8])=[CH:6][CH:5]=[C:4]([Cl:9])[C:3]=1[CH:10]([O:12][C:13]1[C:14]([NH2:20])=[N:15][CH:16]=[C:17](I)[CH:18]=1)[CH3:11].[CH3:21][C:22]1[CH:26]=[CH:25][NH:24][N:23]=1.[O-]P([O-])([O-])=O.[K+].[K+].[K+].CCCCCCCCCCCC.C1(N)(N)CCCCC1, predict the reaction product.